This data is from Full USPTO retrosynthesis dataset with 1.9M reactions from patents (1976-2016). The task is: Predict the reactants needed to synthesize the given product. (1) Given the product [F:13][C:9]1[CH:8]=[C:7]([C:5]2[N:6]=[C:2]([N:17]3[CH2:16][CH2:15][N:14]([C:20]([O:22][C:23]([CH3:26])([CH3:25])[CH3:24])=[O:21])[CH2:19][CH2:18]3)[S:3][CH:4]=2)[CH:12]=[CH:11][CH:10]=1, predict the reactants needed to synthesize it. The reactants are: Br[C:2]1[S:3][CH:4]=[C:5]([C:7]2[CH:12]=[CH:11][CH:10]=[C:9]([F:13])[CH:8]=2)[N:6]=1.[N:14]1([C:20]([O:22][C:23]([CH3:26])([CH3:25])[CH3:24])=[O:21])[CH2:19][CH2:18][NH:17][CH2:16][CH2:15]1.C(=O)([O-])[O-].[K+].[K+].O. (2) Given the product [CH3:20][C:19](=[CH2:18])[CH2:21][O:1][CH2:2][C@H:3]1[CH2:7][CH2:6][CH2:5][N:4]1[C:8]([O:10][C:11]([CH3:14])([CH3:13])[CH3:12])=[O:9], predict the reactants needed to synthesize it. The reactants are: [OH:1][CH2:2][C@H:3]1[CH2:7][CH2:6][CH2:5][N:4]1[C:8]([O:10][C:11]([CH3:14])([CH3:13])[CH3:12])=[O:9].[H-].[Na+].Br[CH2:18][C:19]([CH3:21])=[CH2:20].O. (3) Given the product [C:1]([C:3]1[CH:4]=[CH:5][C:6]([C:9]2[CH:14]=[CH:13][N:12]=[C:11]([C:15]([O:17][CH3:18])=[O:16])[CH:10]=2)=[CH:7][CH:8]=1)#[CH:20], predict the reactants needed to synthesize it. The reactants are: [CH:1]([C:3]1[CH:8]=[CH:7][C:6]([C:9]2[CH:14]=[CH:13][N:12]=[C:11]([C:15]([O:17][CH2:18]C)=[O:16])[CH:10]=2)=[CH:5][CH:4]=1)=O.[CH3:20]/C(/[O-])=C(/P(OC)(OC)=O)\[N+]#N.C([O-])([O-])=O.[K+].[K+]. (4) Given the product [F:1][C:2]1[CH:20]=[CH:19][C:5]([CH2:6][CH:7]2[C:14]3[CH:13]=[C:12]([C:15]([OH:17])=[O:16])[NH:11][C:10]=3[CH2:9][CH2:8]2)=[C:4]([CH3:21])[CH:3]=1, predict the reactants needed to synthesize it. The reactants are: [F:1][C:2]1[CH:20]=[CH:19][C:5]([CH2:6][CH:7]2[C:14]3[CH:13]=[C:12]([C:15]([O:17]C)=[O:16])[NH:11][C:10]=3[CH2:9][CH2:8]2)=[C:4]([CH3:21])[CH:3]=1.[OH-].[Li+]. (5) Given the product [CH3:42][O:43][C:44]1[CH:51]=[CH:50][C:47]([CH2:48][NH:49][C:17]([C:13]2[CH:12]=[C:11]3[C:16]([C:8]([N:5]4[CH2:4][CH2:3][N:2]([CH3:1])[CH2:7][CH2:6]4)=[N:9][NH:10]3)=[CH:15][CH:14]=2)=[O:19])=[CH:46][CH:45]=1, predict the reactants needed to synthesize it. The reactants are: [CH3:1][N:2]1[CH2:7][CH2:6][N:5]([C:8]2[C:16]3[C:11](=[CH:12][C:13]([C:17]([O-:19])=O)=[CH:14][CH:15]=3)[NH:10][N:9]=2)[CH2:4][CH2:3]1.[Li+].C(Cl)CCl.C1C=CC2N(O)N=NC=2C=1.CCN(CC)CC.[CH3:42][O:43][C:44]1[CH:51]=[CH:50][C:47]([CH2:48][NH2:49])=[CH:46][CH:45]=1. (6) Given the product [C:1]1([S:7]([NH:10][CH:11]([C:12](=[O:13])[NH:14][CH2:15][CH2:16][CH2:17][CH2:18][C:19]2[CH:24]=[CH:23][CH:22]=[CH:21][CH:20]=2)[CH2:25][C:26]2[CH:34]=[C:33]([Cl:35])[C:32]([O:36][CH2:44][C:45]([OH:47])=[O:46])=[C:31]3[C:27]=2[CH:28]=[N:29][NH:30]3)(=[O:9])=[O:8])[CH:6]=[CH:5][CH:4]=[CH:3][CH:2]=1, predict the reactants needed to synthesize it. The reactants are: [C:1]1([S:7]([NH:10][CH:11]([CH2:25][C:26]2[CH:34]=[C:33]([Cl:35])[C:32]([OH:36])=[C:31]3[C:27]=2[CH:28]=[N:29][NH:30]3)[C:12]([NH:14][CH2:15][CH2:16][CH2:17][CH2:18][C:19]2[CH:24]=[CH:23][CH:22]=[CH:21][CH:20]=2)=[O:13])(=[O:9])=[O:8])[CH:6]=[CH:5][CH:4]=[CH:3][CH:2]=1.C([O-])([O-])=O.[K+].[K+].Br[CH2:44][C:45]([O:47]C)=[O:46]. (7) Given the product [Cl:27][C:28]1[C:35]([O:36][CH3:37])=[CH:34][CH:33]=[CH:32][C:29]=1[CH:30]=[CH:7][CH2:6][CH2:5][C:2]([OH:4])=[O:3], predict the reactants needed to synthesize it. The reactants are: [Br-].[C:2]([CH2:5][CH2:6][CH2:7][P+](C1C=CC=CC=1)(C1C=CC=CC=1)C1C=CC=CC=1)([OH:4])=[O:3].[Cl:27][C:28]1[C:35]([O:36][CH3:37])=[CH:34][CH:33]=[CH:32][C:29]=1[CH:30]=O. (8) Given the product [C:1]([N:4]1[N:5]=[C:6]([NH2:22])[S:7][C:8]1([CH2:15][CH2:16][NH:17][S:18]([CH3:21])(=[O:19])=[O:20])[C:9]1[CH:14]=[CH:13][CH:12]=[CH:11][CH:10]=1)(=[O:3])[CH3:2], predict the reactants needed to synthesize it. The reactants are: [C:1]([N:4]1[C:8]([CH2:15][CH2:16][NH:17][S:18]([CH3:21])(=[O:20])=[O:19])([C:9]2[CH:14]=[CH:13][CH:12]=[CH:11][CH:10]=2)[S:7][C:6]([NH:22]C(=O)C(C2C=CC=CC=2)C)=[N:5]1)(=[O:3])[CH3:2].O.O.O.O.O.O.O.[Cl-].[Ce+3].[Cl-].[Cl-].[BH4-].[Na+]. (9) Given the product [CH2:19]([C:6]1([CH2:5][C:4]([OH:21])=[O:3])[C:11]2[NH:12][C:13]3[C:18]([C:10]=2[CH2:9][CH2:8][O:7]1)=[CH:17][CH:16]=[CH:15][CH:14]=3)[CH3:20], predict the reactants needed to synthesize it. The reactants are: C([O:3][C:4](=[O:21])[CH2:5][C:6]1([CH2:19][CH3:20])[C:11]2[NH:12][C:13]3[C:18]([C:10]=2[CH2:9][CH2:8][O:7]1)=[CH:17][CH:16]=[CH:15][CH:14]=3)C.O.[OH-].[Li+].Cl.